Dataset: NCI-60 drug combinations with 297,098 pairs across 59 cell lines. Task: Regression. Given two drug SMILES strings and cell line genomic features, predict the synergy score measuring deviation from expected non-interaction effect. (1) Drug 1: CC1=C(C=C(C=C1)NC(=O)C2=CC=C(C=C2)CN3CCN(CC3)C)NC4=NC=CC(=N4)C5=CN=CC=C5. Drug 2: CS(=O)(=O)CCNCC1=CC=C(O1)C2=CC3=C(C=C2)N=CN=C3NC4=CC(=C(C=C4)OCC5=CC(=CC=C5)F)Cl. Cell line: K-562. Synergy scores: CSS=60.8, Synergy_ZIP=8.48, Synergy_Bliss=16.0, Synergy_Loewe=-5.22, Synergy_HSA=6.29. (2) Drug 1: C1=C(C(=O)NC(=O)N1)F. Drug 2: C(=O)(N)NO. Cell line: UACC62. Synergy scores: CSS=38.9, Synergy_ZIP=-6.01, Synergy_Bliss=-10.9, Synergy_Loewe=-23.4, Synergy_HSA=-8.44. (3) Drug 1: CN(CC1=CN=C2C(=N1)C(=NC(=N2)N)N)C3=CC=C(C=C3)C(=O)NC(CCC(=O)O)C(=O)O. Drug 2: CC1CCCC2(C(O2)CC(NC(=O)CC(C(C(=O)C(C1O)C)(C)C)O)C(=CC3=CSC(=N3)C)C)C. Cell line: A498. Synergy scores: CSS=36.9, Synergy_ZIP=-5.30, Synergy_Bliss=-7.49, Synergy_Loewe=-4.13, Synergy_HSA=-3.06. (4) Drug 1: C1=NC2=C(N=C(N=C2N1C3C(C(C(O3)CO)O)O)F)N. Drug 2: CC=C1C(=O)NC(C(=O)OC2CC(=O)NC(C(=O)NC(CSSCCC=C2)C(=O)N1)C(C)C)C(C)C. Cell line: NCI-H226. Synergy scores: CSS=19.3, Synergy_ZIP=1.09, Synergy_Bliss=-0.103, Synergy_Loewe=-41.7, Synergy_HSA=-1.45. (5) Drug 2: N.N.Cl[Pt+2]Cl. Drug 1: CC12CCC3C(C1CCC2O)C(CC4=C3C=CC(=C4)O)CCCCCCCCCS(=O)CCCC(C(F)(F)F)(F)F. Cell line: NCI-H322M. Synergy scores: CSS=-2.43, Synergy_ZIP=0.857, Synergy_Bliss=-0.389, Synergy_Loewe=-1.70, Synergy_HSA=-3.76. (6) Drug 1: C1CN1P(=S)(N2CC2)N3CC3. Drug 2: COCCOC1=C(C=C2C(=C1)C(=NC=N2)NC3=CC=CC(=C3)C#C)OCCOC.Cl. Cell line: SW-620. Synergy scores: CSS=13.7, Synergy_ZIP=-2.76, Synergy_Bliss=2.74, Synergy_Loewe=-4.03, Synergy_HSA=-0.0771. (7) Drug 1: CCCS(=O)(=O)NC1=C(C(=C(C=C1)F)C(=O)C2=CNC3=C2C=C(C=N3)C4=CC=C(C=C4)Cl)F. Drug 2: CN1C2=C(C=C(C=C2)N(CCCl)CCCl)N=C1CCCC(=O)O.Cl. Cell line: NCI-H322M. Synergy scores: CSS=-1.13, Synergy_ZIP=4.47, Synergy_Bliss=3.26, Synergy_Loewe=-2.99, Synergy_HSA=-2.83. (8) Drug 1: COC1=CC(=CC(=C1O)OC)C2C3C(COC3=O)C(C4=CC5=C(C=C24)OCO5)OC6C(C(C7C(O6)COC(O7)C8=CC=CS8)O)O. Drug 2: CNC(=O)C1=NC=CC(=C1)OC2=CC=C(C=C2)NC(=O)NC3=CC(=C(C=C3)Cl)C(F)(F)F. Cell line: OVCAR-4. Synergy scores: CSS=11.2, Synergy_ZIP=-6.14, Synergy_Bliss=-0.185, Synergy_Loewe=-1.58, Synergy_HSA=-1.48. (9) Cell line: T-47D. Drug 2: C1=NC(=NC(=O)N1C2C(C(C(O2)CO)O)O)N. Synergy scores: CSS=41.2, Synergy_ZIP=-3.45, Synergy_Bliss=-3.92, Synergy_Loewe=2.80, Synergy_HSA=-0.488. Drug 1: CC1=C2C(C(=O)C3(C(CC4C(C3C(C(C2(C)C)(CC1OC(=O)C(C(C5=CC=CC=C5)NC(=O)C6=CC=CC=C6)O)O)OC(=O)C7=CC=CC=C7)(CO4)OC(=O)C)O)C)OC(=O)C.